This data is from Reaction yield outcomes from USPTO patents with 853,638 reactions. The task is: Predict the reaction yield, written as a fraction of the theoretical maximum amount of product (1.0 means a 100% yield; for example, 0.34 means a 34% yield). The reactants are [F:1][C:2]1([F:8])[CH2:7][C:4]2([O:6][CH2:5]2)[CH2:3]1.C(Cl)Cl.[CH3:12][O:13][C:14]1[CH:19]=[C:18]([N+:20]([O-:22])=[O:21])[CH:17]=[CH:16][C:15]=1[O-:23].[K+]. The catalyst is CC#N.O.CCOC(C)=O. The product is [F:1][C:2]1([F:8])[CH2:7][C:4]([CH2:5][O:23][C:15]2[CH:16]=[CH:17][C:18]([N+:20]([O-:22])=[O:21])=[CH:19][C:14]=2[O:13][CH3:12])([OH:6])[CH2:3]1. The yield is 0.645.